Dataset: Forward reaction prediction with 1.9M reactions from USPTO patents (1976-2016). Task: Predict the product of the given reaction. (1) Given the reactants O=S(Cl)Cl.[CH2:5]([O:12][CH2:13][C@@:14]12[CH2:26][CH2:25][CH2:24][N:15]1[C@@H](C(Cl)(Cl)Cl)[O:17][C:18]2=O)[C:6]1[CH:11]=[CH:10][CH:9]=[CH:8][CH:7]=1.C(OC[C@@]1(C(OC)=O)CCCN1)C1C=CC=CC=1.[Li+].[BH4-], predict the reaction product. The product is: [CH2:5]([O:12][CH2:13][C@@:14]1([CH2:18][OH:17])[CH2:26][CH2:25][CH2:24][NH:15]1)[C:6]1[CH:7]=[CH:8][CH:9]=[CH:10][CH:11]=1. (2) Given the reactants [Cl-].[Cl-].CN([CH:6]=[C:7]([CH:12]=[N+](C)C)[CH:8]=[N+](C)C)C.[NH2:16][C:17]1[CH:18]=[C:19]([NH:23][C:24](=[O:26])[CH3:25])[CH:20]=[CH:21][CH:22]=1.C(O)(=[O:29])C, predict the reaction product. The product is: [CH:12]([C:7]1[CH:6]=[N:16][C:17]2[C:22]([CH:8]=1)=[CH:21][CH:20]=[C:19]([NH:23][C:24](=[O:26])[CH3:25])[CH:18]=2)=[O:29]. (3) Given the reactants [CH3:1][C:2]1([CH3:15])[C:10]2[C:5](=[C:6]([N+:11]([O-])=O)[CH:7]=[CH:8][CH:9]=2)[C:4](=[O:14])[NH:3]1, predict the reaction product. The product is: [CH3:1][C:2]1([CH3:15])[C:10]2[C:5](=[C:6]([NH2:11])[CH:7]=[CH:8][CH:9]=2)[C:4](=[O:14])[NH:3]1. (4) Given the reactants [CH2:1]([O:8][C:9]1[CH:10]=[C:11]2[C:15](=[CH:16][CH:17]=1)[NH:14][CH:13]=[C:12]2[C:18]1[CH2:19][CH2:20][NH:21][CH2:22][CH:23]=1)[C:2]1[CH:7]=[CH:6][CH:5]=[CH:4][CH:3]=1.[C:24]1(=[O:42])[N:28]([CH2:29][CH2:30][CH2:31][CH2:32][CH2:33][CH2:34][CH2:35]Br)[C:27](=[O:37])[C:26]2=[CH:38][CH:39]=[CH:40][CH:41]=[C:25]12.C(N(CC)CC)C.[I-].[Na+], predict the reaction product. The product is: [CH2:1]([O:8][C:9]1[CH:10]=[C:11]2[C:15](=[CH:16][CH:17]=1)[NH:14][CH:13]=[C:12]2[C:18]1[CH2:19][CH2:20][N:21]([CH2:35][CH2:34][CH2:33][CH2:32][CH2:31][CH2:30][CH2:29][N:28]2[C:24](=[O:42])[C:25]3=[CH:41][CH:40]=[CH:39][CH:38]=[C:26]3[C:27]2=[O:37])[CH2:22][CH:23]=1)[C:2]1[CH:7]=[CH:6][CH:5]=[CH:4][CH:3]=1. (5) Given the reactants FC1C=C(F)C=CC=1C1C=C(COS(C)(=O)=O)C(=O)N(CC(C)C)N=1.[F:26][C:27]1[CH:28]=[C:29]([C:35]2[CH:36]=[C:37]([C:52]([O:54]C)=[O:53])[C:38](=[O:51])[N:39]([CH2:41][CH2:42][CH2:43][C:44]3[CH:49]=[CH:48][C:47]([F:50])=[CH:46][CH:45]=3)[N:40]=2)[CH:30]=[CH:31][C:32]=1[O:33][CH3:34], predict the reaction product. The product is: [C:52]([C:37]1[C:38](=[O:51])[N:39]([CH2:41][CH2:42][CH2:43][C:44]2[CH:49]=[CH:48][C:47]([F:50])=[CH:46][CH:45]=2)[N:40]=[C:35]([C:29]2[CH:30]=[CH:31][C:32]([O:33][CH3:34])=[C:27]([F:26])[CH:28]=2)[CH:36]=1)([OH:54])=[O:53]. (6) Given the reactants [NH2:1][C@@H:2]1[C:8](=[O:9])[N:7]([CH2:10][CH2:11][O:12][CH3:13])[C:6]2[CH:14]=[CH:15][CH:16]=[CH:17][C:5]=2[C:4]2[CH:18]=[CH:19][CH:20]=[CH:21][C:3]1=2.[CH3:22][O:23][CH:24]([C:28]([NH:30][CH2:31][C:32]([F:38])([F:37])[C:33]([F:36])([F:35])[F:34])=[O:29])[C:25](O)=[O:26], predict the reaction product. The product is: [CH3:22][O:23][CH:24]([C:28]([NH:30][CH2:31][C:32]([F:37])([F:38])[C:33]([F:34])([F:35])[F:36])=[O:29])[C:25]([NH:1][C@@H:2]1[C:8](=[O:9])[N:7]([CH2:10][CH2:11][O:12][CH3:13])[C:6]2[CH:14]=[CH:15][CH:16]=[CH:17][C:5]=2[C:4]2[CH:18]=[CH:19][CH:20]=[CH:21][C:3]1=2)=[O:26]. (7) Given the reactants [F:1][C:2]1[CH:7]=[CH:6][C:5]([CH2:8][CH2:9][C:10]([OH:12])=[O:11])=[CH:4][CH:3]=1.[CH3:13][Si](C=[N+]=[N-])(C)C, predict the reaction product. The product is: [F:1][C:2]1[CH:3]=[CH:4][C:5]([CH2:8][CH2:9][C:10]([O:12][CH3:13])=[O:11])=[CH:6][CH:7]=1.